From a dataset of Forward reaction prediction with 1.9M reactions from USPTO patents (1976-2016). Predict the product of the given reaction. (1) Given the reactants CN1C(C)(C)CCCC1(C)C.B1(C)OC(C2C=CC=CC=2)(C2C=CC=CC=2)[C@H]2N1CCC2.C([Si](C)(C)[O:38][C:39]1[CH:44]=[CH:43][C:42]([C:45]2[C:49]([C:50]3[CH:55]=[CH:54][CH:53]=[CH:52][CH:51]=3)=[C:48]([C:56]3([C:59](=[O:61])[CH3:60])[CH2:58][CH2:57]3)[O:47][N:46]=2)=[CH:41][CH:40]=1)(C)(C)C.[F-].C([N+](CCCC)(CCCC)CCCC)CCC.[Cl-].[NH4+], predict the reaction product. The product is: [OH:61][C@@H:59]([C:56]1([C:48]2[O:47][N:46]=[C:45]([C:42]3[CH:41]=[CH:40][C:39]([OH:38])=[CH:44][CH:43]=3)[C:49]=2[C:50]2[CH:55]=[CH:54][CH:53]=[CH:52][CH:51]=2)[CH2:58][CH2:57]1)[CH3:60]. (2) Given the reactants [CH2:1]([N:3]1[C:7]2[CH:8]=[CH:9][C:10]([CH:12]=O)=[CH:11][C:6]=2[N:5]([CH2:14]C)[C:4]1=[O:16])C.N[C@H](C(O)=O)C.[N+:23]([CH2:26][CH3:27])([O-:25])=[O:24], predict the reaction product. The product is: [CH3:1][N:3]1[C:7]2[CH:8]=[CH:9][C:10]([CH:12]=[C:26]([N+:23]([O-:25])=[O:24])[CH3:27])=[CH:11][C:6]=2[N:5]([CH3:14])[C:4]1=[O:16]. (3) Given the reactants [N:1]1[CH:6]=[CH:5][CH:4]=[CH:3][C:2]=1[NH:7][C:8]1[CH:13]=[CH:12][CH:11]=[CH:10][C:9]=1[NH2:14].[CH2:15]([C:17]1[CH:27]=[CH:26][C:20](/[CH:21]=[CH:22]/[C:23]([Cl:25])=O)=[CH:19][CH:18]=1)[CH3:16].N1C=CC=CC=1N1C2C=CC=CC=2N=C1/C=C/C1C=CC=CC=1.Cl, predict the reaction product. The product is: [ClH:25].[CH2:15]([C:17]1[CH:18]=[CH:19][C:20](/[CH:21]=[CH:22]/[C:23]2[N:7]([C:2]3[CH:3]=[CH:4][CH:5]=[CH:6][N:1]=3)[C:8]3[CH:13]=[CH:12][CH:11]=[CH:10][C:9]=3[N:14]=2)=[CH:26][CH:27]=1)[CH3:16]. (4) Given the reactants Cl[C:2]1[C:3]2[CH:20]=[CH:19][N:18]([CH2:21][C:22]([N:24]([CH3:26])[CH3:25])=[O:23])[C:4]=2[N:5]=[C:6]([S:8]([C:11]2[CH:16]=[CH:15][C:14]([F:17])=[CH:13][CH:12]=2)(=[O:10])=[O:9])[N:7]=1.[CH3:27][C:28]1[NH:32][N:31]=[C:30]([NH2:33])[CH:29]=1.[I-].[Na+].CCN(C(C)C)C(C)C, predict the reaction product. The product is: [F:17][C:14]1[CH:15]=[CH:16][C:11]([S:8]([C:6]2[N:7]=[C:2]([NH:33][C:30]3[CH:29]=[C:28]([CH3:27])[NH:32][N:31]=3)[C:3]3[CH:20]=[CH:19][N:18]([CH2:21][C:22]([N:24]([CH3:26])[CH3:25])=[O:23])[C:4]=3[N:5]=2)(=[O:10])=[O:9])=[CH:12][CH:13]=1. (5) The product is: [CH:15]1([CH2:20][NH:21][S:2]([C:5]2[CH:14]=[CH:13][C:8]([C:9]([O:11][CH3:12])=[O:10])=[CH:7][CH:6]=2)(=[O:4])=[O:3])[CH2:19][CH2:18][CH2:17][CH2:16]1. Given the reactants Cl[S:2]([C:5]1[CH:14]=[CH:13][C:8]([C:9]([O:11][CH3:12])=[O:10])=[CH:7][CH:6]=1)(=[O:4])=[O:3].[CH:15]1([CH2:20][NH2:21])[CH2:19][CH2:18][CH2:17][CH2:16]1, predict the reaction product. (6) Given the reactants FC(F)(F)C(O)=O.[C:8]([NH:11][C:12]1[CH:13]=[C:14]([NH:18][C:19]2[CH:31]=[C:30]([CH2:32][CH2:33][C:34]3[CH:39]=[CH:38][CH:37]=[CH:36][CH:35]=3)[CH:29]=[CH:28][C:20]=2[C:21]([O:23]C(C)(C)C)=[O:22])[CH:15]=[CH:16][CH:17]=1)(=[O:10])[CH3:9], predict the reaction product. The product is: [C:8]([NH:11][C:12]1[CH:13]=[C:14]([NH:18][C:19]2[CH:31]=[C:30]([CH2:32][CH2:33][C:34]3[CH:39]=[CH:38][CH:37]=[CH:36][CH:35]=3)[CH:29]=[CH:28][C:20]=2[C:21]([OH:23])=[O:22])[CH:15]=[CH:16][CH:17]=1)(=[O:10])[CH3:9]. (7) Given the reactants Br[C:2]1[CH:3]=[C:4]([Cl:13])[C:5]([Cl:12])=[C:6]([C:8]([F:11])([F:10])[F:9])[CH:7]=1.C(OC(C)C)(C)C.C([Li])CCC.COB(OC)OC.Br[C:34]([C:36]([F:39])([F:38])[F:37])=[CH2:35].C(=O)([O-])[O-].[K+].[K+], predict the reaction product. The product is: [Cl:13][C:4]1[CH:3]=[C:2]([C:34]([C:36]([F:39])([F:38])[F:37])=[CH2:35])[CH:7]=[C:6]([C:8]([F:11])([F:10])[F:9])[C:5]=1[Cl:12].